Dataset: Catalyst prediction with 721,799 reactions and 888 catalyst types from USPTO. Task: Predict which catalyst facilitates the given reaction. (1) Reactant: [CH3:1][C:2]1[NH:6][C:5]2[CH:7]=[C:8]([O:12][CH2:13][CH2:14][C:15]([CH3:22])([CH3:21])[C:16]([O:18][CH2:19][CH3:20])=[O:17])[CH:9]=[C:10]([CH3:11])[C:4]=2[N:3]=1.C([O-])([O-])=O.[K+].[K+].CN(C=O)C.[Cl:34][C:35]1[CH:40]=[C:39]([Cl:41])[CH:38]=[CH:37][C:36]=1[CH2:42]Cl. Product: [Cl:34][C:35]1[CH:40]=[C:39]([Cl:41])[CH:38]=[CH:37][C:36]=1[CH2:42][N:6]1[C:5]2[CH:7]=[C:8]([O:12][CH2:13][CH2:14][C:15]([CH3:21])([CH3:22])[C:16]([O:18][CH2:19][CH3:20])=[O:17])[CH:9]=[C:10]([CH3:11])[C:4]=2[N:3]=[C:2]1[CH3:1]. The catalyst class is: 25. (2) Reactant: [CH2:1]([C:3]1[CH:32]=[CH:31][C:6]([C:7]([C:9]2[CH:17]=[C:16]([C:18](=O)[C:19]3[CH:24]=[CH:23][C:22]([CH2:25]C)=[CH:21][CH:20]=3)[C:12]([C:13]([OH:15])=[O:14])=[CH:11][C:10]=2[C:28]([OH:30])=[O:29])=O)=[CH:5][CH:4]=1)C.[H][H]. Product: [CH3:1][C:3]1[CH:4]=[CH:5][C:6]([CH2:7][C:9]2[CH:17]=[C:16]([CH2:18][C:19]3[CH:24]=[CH:23][C:22]([CH3:25])=[CH:21][CH:20]=3)[C:12]([C:13]([OH:15])=[O:14])=[CH:11][C:10]=2[C:28]([OH:30])=[O:29])=[CH:31][CH:32]=1. The catalyst class is: 331. (3) Reactant: C([O:3][C:4]([C:6]1[CH2:10][CH:9]([CH2:11][C:12]2[CH:17]=[CH:16][C:15]([F:18])=[CH:14][CH:13]=2)[O:8][N:7]=1)=O)C.[BH4-].[Na+].O. Product: [F:18][C:15]1[CH:14]=[CH:13][C:12]([CH2:11][CH:9]2[O:8][N:7]=[C:6]([CH2:4][OH:3])[CH2:10]2)=[CH:17][CH:16]=1. The catalyst class is: 1. (4) Reactant: [CH2:1]([C:8]1[S:12][C:11]([C:13]2[CH:18]=[C:17]([F:19])[CH:16]=[CH:15][C:14]=2[F:20])=[N:10][C:9]=1[CH:21]([NH:26][CH2:27][CH2:28][C@H:29]([N:32]1[C:40](=[O:41])[C:39]2[C:34](=[CH:35][CH:36]=[CH:37][CH:38]=2)[C:33]1=[O:42])[CH2:30][F:31])[C:22]([CH3:25])([CH3:24])[CH3:23])[C:2]1[CH:7]=[CH:6][CH:5]=[CH:4][CH:3]=1.CCN(C(C)C)C(C)C.[C:52]([O:55][C@@H:56]([CH3:60])[C:57](Cl)=[O:58])(=[O:54])[CH3:53]. Product: [C:52]([O:55][C@H:56]([CH3:60])[C:57]([N:26]([C@@H:21]([C:9]1[N:10]=[C:11]([C:13]2[CH:18]=[C:17]([F:19])[CH:16]=[CH:15][C:14]=2[F:20])[S:12][C:8]=1[CH2:1][C:2]1[CH:3]=[CH:4][CH:5]=[CH:6][CH:7]=1)[C:22]([CH3:24])([CH3:25])[CH3:23])[CH2:27][CH2:28][C@H:29]([N:32]1[C:40](=[O:41])[C:39]2[C:34](=[CH:35][CH:36]=[CH:37][CH:38]=2)[C:33]1=[O:42])[CH2:30][F:31])=[O:58])(=[O:54])[CH3:53]. The catalyst class is: 4. (5) Reactant: [C:1](=[N:9][OH:10])(Cl)[C:2]1[CH:7]=[CH:6][CH:5]=[CH:4][CH:3]=1.[C:11]([O:17][CH3:18])(=[O:16])[CH2:12][C:13]([CH3:15])=O.C(N(CC)CC)C.C(OCC)(=O)C. Product: [CH3:18][O:17][C:11]([C:12]1[C:1]([C:2]2[CH:7]=[CH:6][CH:5]=[CH:4][CH:3]=2)=[N:9][O:10][C:13]=1[CH3:15])=[O:16]. The catalyst class is: 511. (6) Reactant: [OH-].[Li+].[CH:3]1([C@H:9]([NH:14][C:15]([C:17]2[CH:22]=[C:21]([F:23])[C:20]([F:24])=[CH:19][C:18]=2[NH:25][C:26]([NH:28][C:29]2[C:34]([CH3:35])=[CH:33][C:32]([CH3:36])=[CH:31][C:30]=2[CH3:37])=[O:27])=[O:16])[C:10]([O:12]C)=[O:11])[CH2:8][CH2:7][CH2:6][CH2:5][CH2:4]1.CO.O. Product: [CH:3]1([C@H:9]([NH:14][C:15]([C:17]2[CH:22]=[C:21]([F:23])[C:20]([F:24])=[CH:19][C:18]=2[NH:25][C:26]([NH:28][C:29]2[C:34]([CH3:35])=[CH:33][C:32]([CH3:36])=[CH:31][C:30]=2[CH3:37])=[O:27])=[O:16])[C:10]([OH:12])=[O:11])[CH2:4][CH2:5][CH2:6][CH2:7][CH2:8]1. The catalyst class is: 1.